This data is from Forward reaction prediction with 1.9M reactions from USPTO patents (1976-2016). The task is: Predict the product of the given reaction. (1) Given the reactants [N:1]1([C:10]2[C:15]([C:16]([O:18][CH3:19])=[O:17])=[CH:14][N:13]=[C:12]([Cl:20])[CH:11]=2)[C:5]2[CH:6]=[CH:7][CH:8]=[CH:9][C:4]=2N=N1.C([O-])(O)=O.[Na+], predict the reaction product. The product is: [Cl:20][C:12]1[C:11]2[C:4]3[CH:9]=[CH:8][CH:7]=[CH:6][C:5]=3[NH:1][C:10]=2[C:15]([C:16]([O:18][CH3:19])=[O:17])=[CH:14][N:13]=1. (2) Given the reactants I.[Br:2][C:3]1[CH:4]=[C:5]2[C:10]([NH:11][C@H:12]3[C@@H:16]([CH3:17])[CH2:15][NH:14][CH2:13]3)=[C:9]([C:18]([NH2:20])=[O:19])[CH:8]=[N:7][N:6]2[CH:21]=1.Br[C:23]1[CH:30]=[CH:29][C:26]([C:27]#[N:28])=[CH:25][N:24]=1.C(=O)([O-])[O-].[K+].[K+], predict the reaction product. The product is: [Br:2][C:3]1[CH:4]=[C:5]2[C:10]([NH:11][C@H:12]3[C@@H:16]([CH3:17])[CH2:15][N:14]([C:23]4[CH:30]=[CH:29][C:26]([C:27]#[N:28])=[CH:25][N:24]=4)[CH2:13]3)=[C:9]([C:18]([NH2:20])=[O:19])[CH:8]=[N:7][N:6]2[CH:21]=1.